This data is from Forward reaction prediction with 1.9M reactions from USPTO patents (1976-2016). The task is: Predict the product of the given reaction. (1) Given the reactants [NH2:1][C@@H:2]1[C:8](=[O:9])[N:7]([CH2:10][CH2:11][O:12][CH2:13][C:14]2[CH:19]=[CH:18][CH:17]=[CH:16][CH:15]=2)[C:6]2[CH:20]=[CH:21][CH:22]=[CH:23][C:5]=2[C:4]2[CH:24]=[CH:25][CH:26]=[CH:27][C:3]1=2.[CH2:28]([O:30][C:31](=[O:36])[CH2:32][C:33](O)=[O:34])[CH3:29], predict the reaction product. The product is: [CH2:28]([O:30][C:31](=[O:36])[CH2:32][C:33]([NH:1][C@@H:2]1[C:8](=[O:9])[N:7]([CH2:10][CH2:11][O:12][CH2:13][C:14]2[CH:19]=[CH:18][CH:17]=[CH:16][CH:15]=2)[C:6]2[CH:20]=[CH:21][CH:22]=[CH:23][C:5]=2[C:4]2[CH:24]=[CH:25][CH:26]=[CH:27][C:3]1=2)=[O:34])[CH3:29]. (2) The product is: [NH2:27][C:25]1[N:26]=[C:21]([N:7]2[CH2:8][CH2:9][C@H:10]([CH3:11])[C@H:5]([C:3]([N:2]([CH3:12])[CH3:1])=[O:4])[CH2:6]2)[CH:22]=[CH:23][C:24]=1[N+:28]([O-:30])=[O:29]. Given the reactants [CH3:1][N:2]([CH3:12])[C:3]([CH:5]1[CH:10]([CH3:11])[CH2:9][CH2:8][NH:7][CH2:6]1)=[O:4].C(N(CC)CC)C.Cl[C:21]1[N:26]=[C:25]([NH2:27])[C:24]([N+:28]([O-:30])=[O:29])=[CH:23][CH:22]=1, predict the reaction product. (3) The product is: [CH3:44][O:45][C:46](=[O:66])[C:47]1[CH:52]=[CH:51][C:50]([NH:53][C:54]([NH:24][C@:9]([C:11]2[CH:16]=[CH:15][C:14]([CH2:17][CH2:18][C:19]([CH3:21])([CH3:20])[CH3:22])=[C:13]([Cl:23])[CH:12]=2)([CH3:10])[CH:8]([C:7]([C:34]2[CH:35]=[CH:36][CH:37]=[CH:38][CH:39]=2)([C:28]2[CH:33]=[CH:32][CH:31]=[CH:30][CH:29]=2)[O:6][SiH2:5][C:1]([CH3:3])([CH3:4])[CH3:2])[CH:25]([CH3:27])[CH3:26])=[O:55])=[N:49][CH:48]=1. Given the reactants [C:1]([SiH2:5][O:6][C:7]([C:34]1[CH:39]=[CH:38][CH:37]=[CH:36][CH:35]=1)([C:28]1[CH:33]=[CH:32][CH:31]=[CH:30][CH:29]=1)[CH:8]([CH:25]([CH3:27])[CH3:26])[C@@:9]([NH2:24])([C:11]1[CH:16]=[CH:15][C:14]([CH2:17][CH2:18][C:19]([CH3:22])([CH3:21])[CH3:20])=[C:13]([Cl:23])[CH:12]=1)[CH3:10])([CH3:4])([CH3:3])[CH3:2].C(Cl)(Cl)Cl.[CH3:44][O:45][C:46](=[O:66])[C:47]1[CH:52]=[CH:51][C:50]([NH:53][C:54](OC2C=CC([N+]([O-])=O)=CC=2)=[O:55])=[N:49][CH:48]=1, predict the reaction product. (4) Given the reactants [Cl:1][C:2]1[CH:7]=[C:6]([Cl:8])[CH:5]=[CH:4][C:3]=1[C:9]1[C:10]([NH2:15])=[N:11][CH:12]=[CH:13][N:14]=1.[Cl:16]N1C(=O)CCC1=O.O, predict the reaction product. The product is: [Cl:16][C:13]1[N:14]=[C:9]([C:3]2[CH:4]=[CH:5][C:6]([Cl:8])=[CH:7][C:2]=2[Cl:1])[C:10]([NH2:15])=[N:11][CH:12]=1. (5) Given the reactants [NH:1]1[CH2:11][CH2:10][CH:4]([C:5]([O:7][CH2:8][CH3:9])=[O:6])[CH2:3][CH2:2]1.[C:12](O[C:12]([O:14][C:15]([CH3:18])([CH3:17])[CH3:16])=[O:13])([O:14][C:15]([CH3:18])([CH3:17])[CH3:16])=[O:13], predict the reaction product. The product is: [CH2:8]([O:7][C:5]([CH:4]1[CH2:3][CH2:2][N:1]([C:12]([O:14][C:15]([CH3:18])([CH3:17])[CH3:16])=[O:13])[CH2:11][CH2:10]1)=[O:6])[CH3:9]. (6) Given the reactants [C:1](Cl)(=[O:3])[CH3:2].[C:5](O)(=O)[CH3:6].[C:9]1([NH:15][NH2:16])[CH:14]=[CH:13][CH:12]=[CH:11][CH:10]=1, predict the reaction product. The product is: [C:9]1([N:15]2[CH:6]=[C:5]3[C:2]([C:1](=[O:3])[NH:15][C:9]4[CH:10]=[CH:11][CH:12]=[CH:13][C:14]=43)=[N:16]2)[CH:14]=[CH:13][CH:12]=[CH:11][CH:10]=1. (7) Given the reactants [Br:1][C:2]1[CH:7]=[CH:6][C:5]([CH2:8]Br)=[C:4]([CH2:10][CH3:11])[CH:3]=1.[C-:12]#[N:13].[K+], predict the reaction product. The product is: [Br:1][C:2]1[CH:7]=[CH:6][C:5]([CH2:8][C:12]#[N:13])=[C:4]([CH2:10][CH3:11])[CH:3]=1.